From a dataset of Catalyst prediction with 721,799 reactions and 888 catalyst types from USPTO. Predict which catalyst facilitates the given reaction. (1) Reactant: [C:1]([C:4]1[C:5](=[O:31])[C:6]([O:23]CC2C=CC=CC=2)=[C:7]2[C:12](=[O:13])[N:11]([CH2:14][C:15]3[CH:20]=[CH:19][C:18]([F:21])=[CH:17][CH:16]=3)[CH2:10][CH2:9][N:8]2[CH:22]=1)(=[O:3])[CH3:2].Cl. Product: [C:1]([C:4]1[C:5](=[O:31])[C:6]([OH:23])=[C:7]2[C:12](=[O:13])[N:11]([CH2:14][C:15]3[CH:20]=[CH:19][C:18]([F:21])=[CH:17][CH:16]=3)[CH2:10][CH2:9][N:8]2[CH:22]=1)(=[O:3])[CH3:2]. The catalyst class is: 1. (2) Reactant: [OH:1][N:2]1[C:6](=[O:7])[C:5]2=[CH:8][CH:9]=[CH:10][CH:11]=[C:4]2[C:3]1=[O:12].N12CCCN=C1C[CH2:17][CH2:16][CH2:15][CH2:14]2.BrC(CC)C. Product: [CH:15]([O:1][N:2]1[C:3](=[O:12])[C:4]2[C:5](=[CH:8][CH:9]=[CH:10][CH:11]=2)[C:6]1=[O:7])([CH2:16][CH3:17])[CH3:14]. The catalyst class is: 3. (3) Reactant: [Br:1][C:2]1[N:6]2[N:7]=[C:8]([Cl:11])[CH:9]=[CH:10][C:5]2=[N:4][CH:3]=1.[F:12][C:13]([F:25])([F:24])[O:14][C:15]1[CH:16]=[C:17](B(O)O)[CH:18]=[CH:19][CH:20]=1.C([O-])([O-])=O.[K+].[K+]. Product: [Br:1][C:2]1[N:6]2[N:7]=[C:8]([Cl:11])[CH:9]=[CH:10][C:5]2=[N:4][CH:3]=1.[Cl:11][C:8]1[CH:9]=[CH:10][C:5]2[N:6]([C:2]([C:17]3[CH:18]=[CH:19][CH:20]=[C:15]([O:14][C:13]([F:12])([F:24])[F:25])[CH:16]=3)=[CH:3][N:4]=2)[N:7]=1. The catalyst class is: 70. (4) The catalyst class is: 25. Reactant: Br[C:2]1[CH:3]=[C:4]2[C:9](=[CH:10][CH:11]=1)[O:8][C:7]([CH3:13])([CH3:12])[CH2:6][CH2:5]2.C1C[O:17][CH2:16]C1.[Li]CCCC.CN(C=O)C. Product: [CH3:12][C:7]1([CH3:13])[CH2:6][CH2:5][C:4]2[C:9](=[CH:10][CH:11]=[C:2]([CH:16]=[O:17])[CH:3]=2)[O:8]1. (5) Reactant: [C:1]1([C:7]2[CH:16]=[CH:15][C:14]3[C:9](=[CH:10][C:11]([C:17]4[N:18]=[C:19]([CH2:27][CH:28]5[CH2:33][CH2:32][NH:31][CH2:30][CH2:29]5)[N:20]5[CH:25]=[CH:24][N:23]=[C:22]([NH2:26])[C:21]=45)=[CH:12][CH:13]=3)[N:8]=2)[CH:6]=[CH:5][CH:4]=[CH:3][CH:2]=1.[CH2:34]([N:36]=[C:37]=[O:38])[CH3:35]. Product: [CH2:34]([NH:36][C:37]([N:31]1[CH2:32][CH2:33][CH:28]([CH2:27][C:19]2[N:20]3[CH:25]=[CH:24][N:23]=[C:22]([NH2:26])[C:21]3=[C:17]([C:11]3[CH:10]=[C:9]4[C:14]([CH:15]=[CH:16][C:7]([C:1]5[CH:2]=[CH:3][CH:4]=[CH:5][CH:6]=5)=[N:8]4)=[CH:13][CH:12]=3)[N:18]=2)[CH2:29][CH2:30]1)=[O:38])[CH3:35]. The catalyst class is: 2. (6) Reactant: C([Si](C)(C)[O:6][C:7]1[C:12]([CH3:13])=[CH:11][C:10]([CH:14]2[C:22]3[C:17](=[CH:18][CH:19]=[CH:20][CH:21]=3)[N:16]([CH2:23][C:24]3[CH:29]=[CH:28][CH:27]=[CH:26][C:25]=3[Cl:30])[C:15]2=[O:31])=[CH:9][C:8]=1[CH3:32])(C)(C)C.C[Si]([N-][Si](C)(C)C)(C)C.[K+].Br[CH2:46][CH2:47][CH2:48][O:49][Si](C(C)(C)C)(C)C.CCCC[N+](CCCC)(CCCC)CCCC.[F-]. Product: [Cl:30][C:25]1[CH:26]=[CH:27][CH:28]=[CH:29][C:24]=1[CH2:23][N:16]1[C:17]2[C:22](=[CH:21][CH:20]=[CH:19][CH:18]=2)[C:14]([C:10]2[CH:11]=[C:12]([CH3:13])[C:7]([OH:6])=[C:8]([CH3:32])[CH:9]=2)([CH2:46][CH2:47][CH2:48][OH:49])[C:15]1=[O:31]. The catalyst class is: 3. (7) Reactant: [CH3:1][S:2](Cl)(=[O:4])=[O:3].[S:6]1[C:10]2[CH:11]=[C:12]([NH2:15])[CH:13]=[CH:14][C:9]=2[N:8]=[CH:7]1. Product: [S:6]1[C:10]2[CH:11]=[C:12]([NH:15][S:2]([CH3:1])(=[O:4])=[O:3])[CH:13]=[CH:14][C:9]=2[N:8]=[CH:7]1. The catalyst class is: 17. (8) Reactant: [CH2:1]([C@H:8]1[N:13]([C:14]([C:16]2[N:17]=[CH:18][N:19]([C@@H:27]3[CH2:33][CH2:32][CH2:31][CH2:30][CH2:29][C@H:28]3[OH:34])[C:20]=2[C:21]2[CH:26]=[CH:25][CH:24]=[CH:23][CH:22]=2)=[O:15])[CH2:12][CH2:11][N:10]([C:35]([O:37][C:38]([CH3:41])([CH3:40])[CH3:39])=[O:36])[CH2:9]1)[C:2]1[CH:7]=[CH:6][CH:5]=[CH:4][CH:3]=1.[N+:42]([C:45]1[CH:53]=[CH:52][C:48]([C:49](O)=[O:50])=[CH:47][CH:46]=1)([O-:44])=[O:43].C1C=CC(P(C2C=CC=CC=2)C2C=CC=CC=2)=CC=1. Product: [CH2:1]([C@H:8]1[N:13]([C:14]([C:16]2[N:17]=[CH:18][N:19]([C@@H:27]3[CH2:33][CH2:32][CH2:31][CH2:30][CH2:29][C@@H:28]3[O:34][C:49](=[O:50])[C:48]3[CH:47]=[CH:46][C:45]([N+:42]([O-:44])=[O:43])=[CH:53][CH:52]=3)[C:20]=2[C:21]2[CH:26]=[CH:25][CH:24]=[CH:23][CH:22]=2)=[O:15])[CH2:12][CH2:11][N:10]([C:35]([O:37][C:38]([CH3:41])([CH3:40])[CH3:39])=[O:36])[CH2:9]1)[C:2]1[CH:3]=[CH:4][CH:5]=[CH:6][CH:7]=1. The catalyst class is: 1. (9) Reactant: [OH:1][C:2]1[CH:3]=[C:4]2[C:9](=[CH:10][CH:11]=1)[NH:8][C:7](=[O:12])[CH2:6][CH2:5]2.C(=O)([O-])[O-].[K+].[K+].I[CH2:20][CH3:21]. Product: [CH2:20]([O:1][C:2]1[CH:3]=[C:4]2[C:9](=[CH:10][CH:11]=1)[NH:8][C:7](=[O:12])[CH2:6][CH2:5]2)[CH3:21]. The catalyst class is: 3.